Dataset: Reaction yield outcomes from USPTO patents with 853,638 reactions. Task: Predict the reaction yield, written as a fraction of the theoretical maximum amount of product (1.0 means a 100% yield; for example, 0.34 means a 34% yield). The reactants are C(NC(C)C)(C)C.C([Li])CCC.[C:13](#[N:17])[CH:14]([CH3:16])[CH3:15].[S:18]1[C:22]2[CH:23]=[CH:24][CH:25]=[CH:26][C:21]=2[N:20]=[C:19]1[NH:27][C@H:28]1[CH2:31][C@H:30]([NH:32][C:33]2[C:38](Cl)=[N:37][CH:36]=[CH:35][N:34]=2)[CH2:29]1. The catalyst is CC(P(C(C)(C)C)C(C)(C)C)(C)C.CC(P(Br)(Br)(C(C)(C)C)C(C)(C)C)(C)C.[Pd].[Pd]. The product is [S:18]1[C:22]2[CH:23]=[CH:24][CH:25]=[CH:26][C:21]=2[N:20]=[C:19]1[NH:27][C@H:28]1[CH2:31][C@H:30]([NH:32][C:33]2[C:38]([C:14]([CH3:16])([CH3:15])[C:13]#[N:17])=[N:37][CH:36]=[CH:35][N:34]=2)[CH2:29]1. The yield is 0.407.